Dataset: Catalyst prediction with 721,799 reactions and 888 catalyst types from USPTO. Task: Predict which catalyst facilitates the given reaction. (1) Reactant: [CH:1](NC(C)C)(C)C.C([Li])CCC.[N:13]1([C:19]2[S:20][C:21]3[C:27](=[O:28])[CH2:26][CH2:25][CH2:24][C:22]=3[N:23]=2)[CH2:18][CH2:17][O:16][CH2:15][CH2:14]1.CI. Product: [CH3:1][CH:26]1[CH2:25][CH2:24][C:22]2[N:23]=[C:19]([N:13]3[CH2:14][CH2:15][O:16][CH2:17][CH2:18]3)[S:20][C:21]=2[C:27]1=[O:28]. The catalyst class is: 1. (2) Reactant: [C:1]([N:4]1[C:13]2[C:8](=[CH:9][C:10]([C:14]#[N:15])=[CH:11][CH:12]=2)[C@H:7]([NH:16][C:17]2[CH:22]=[CH:21][CH:20]=[C:19]([CH2:23][O:24][Si](C(C)(C)C)(C)C)[N:18]=2)[C@@H:6]([CH3:32])[C@@H:5]1[CH:33]1[CH2:35][CH2:34]1)(=[O:3])[CH3:2].CCCC[N+](CCCC)(CCCC)CCCC.[F-]. The catalyst class is: 76. Product: [C:1]([N:4]1[C:13]2[C:8](=[CH:9][C:10]([C:14]#[N:15])=[CH:11][CH:12]=2)[C@H:7]([NH:16][C:17]2[CH:22]=[CH:21][CH:20]=[C:19]([CH2:23][OH:24])[N:18]=2)[C@@H:6]([CH3:32])[C@@H:5]1[CH:33]1[CH2:35][CH2:34]1)(=[O:3])[CH3:2]. (3) Reactant: [OH:1][CH2:2][CH:3]([NH:5][C:6](=[O:27])[C@H:7]([NH:16][S:17]([C:20]1[CH:25]=[CH:24][C:23]([CH3:26])=[CH:22][CH:21]=1)(=[O:19])=[O:18])[CH2:8][C:9]([O:11][C:12]([CH3:15])([CH3:14])[CH3:13])=[O:10])[CH3:4].CC(OI1(OC(C)=O)(OC(C)=O)OC(=O)C2C=CC=CC1=2)=O. Product: [CH3:26][C:23]1[CH:22]=[CH:21][C:20]([S:17]([NH:16][C@@H:7]([C:6](=[O:27])[NH:5][CH:3]([CH3:4])[CH:2]=[O:1])[CH2:8][C:9]([O:11][C:12]([CH3:15])([CH3:13])[CH3:14])=[O:10])(=[O:19])=[O:18])=[CH:25][CH:24]=1. The catalyst class is: 4. (4) The catalyst class is: 599. Product: [CH2:31]([C:14]([C@@H:5]1[CH2:4][S:3][C:2](=[O:1])[N:6]1[CH2:7][C:8]1[CH:13]=[CH:12][CH:11]=[CH:10][CH:9]=1)=[S:34])[CH3:26]. Reactant: [O:1]=[C:2]1[N:6]([CH2:7][C:8]2[CH:13]=[CH:12][CH:11]=[CH:10][CH:9]=2)[C@H:5]([C:14](O)=O)[CH2:4][S:3]1.C1(N=C=N[CH:26]2[CH2:31]CCCC2)CCCCC1.C([SH:34])C. (5) Product: [CH3:25][O:24][C:22](=[O:23])[CH2:21][C:15]1[CH:16]=[CH:17][C:18]([O:19][CH3:20])=[C:13]([CH2:11][NH:10][CH2:9][CH2:8][C:3]2[CH:4]=[CH:5][CH:6]=[CH:7][C:2]=2[F:1])[CH:14]=1. The catalyst class is: 4. Reactant: [F:1][C:2]1[CH:7]=[CH:6][CH:5]=[CH:4][C:3]=1[CH2:8][CH2:9][NH2:10].[CH:11]([C:13]1[CH:14]=[C:15]([CH2:21][C:22]([OH:24])=[O:23])[CH:16]=[CH:17][C:18]=1[O:19][CH3:20])=O.[C:25](O[BH-](OC(=O)C)OC(=O)C)(=O)C.[Na+]. (6) Reactant: [OH:1][C:2]1[CH:11]=[C:10]2[C:5]([C:6]3[CH:30]=[CH:29][C:28]([C:31](=[O:33])[CH3:32])=[CH:27][C:7]=3[CH:8]([C:12]3[CH:17]=[CH:16][C:15]([O:18][CH2:19][CH2:20][N:21]4[CH2:26][CH2:25][CH2:24][CH2:23][CH2:22]4)=[CH:14][CH:13]=3)[O:9]2)=[CH:4][CH:3]=1.[SiH](CC)(CC)[CH2:35]C.B(F)(F)F.CCOCC.C([O-])(O)=O.[Na+]. Product: [CH3:35][O:1][C:2]1[CH:11]=[C:10]2[C:5]([C:6]3[CH:30]=[CH:29][C:28]([C:31](=[O:33])[CH3:32])=[CH:27][C:7]=3[CH:8]([C:12]3[CH:13]=[CH:14][C:15]([O:18][CH2:19][CH2:20][N:21]4[CH2:26][CH2:25][CH2:24][CH2:23][CH2:22]4)=[CH:16][CH:17]=3)[O:9]2)=[CH:4][CH:3]=1. The catalyst class is: 2. (7) Reactant: C1C=CC(N([S:8]([C:11]([F:14])([F:13])[F:12])(=[O:10])=[O:9])[S:8]([C:11]([F:14])([F:13])[F:12])(=[O:10])=[O:9])=CC=1.[Br:22][C:23]1[CH:24]=[C:25]2[C:36]3([CH2:40][C:39]([F:42])([F:41])[C:38](=[O:43])[NH:37]3)[C:35]3[C:30](=[CH:31][CH:32]=[C:33]([OH:44])[CH:34]=3)[O:29][C:26]2=[N:27][CH:28]=1.C(=O)([O-])[O-].[Cs+].[Cs+].O. Product: [F:12][C:11]([F:14])([F:13])[S:8]([O:44][C:33]1[CH:34]=[C:35]2[C:36]3([CH2:40][C:39]([F:42])([F:41])[C:38](=[O:43])[NH:37]3)[C:25]3[C:26](=[N:27][CH:28]=[C:23]([Br:22])[CH:24]=3)[O:29][C:30]2=[CH:31][CH:32]=1)(=[O:10])=[O:9]. The catalyst class is: 3. (8) Reactant: [CH2:1]([O:3][C:4]1[CH:22]=[CH:21][CH:20]=[CH:19][C:5]=1[C:6]([NH:8][N:9]1[C:13](I)=[C:12]([CH3:15])[N:11]=[C:10]1[CH2:16][CH2:17][CH3:18])=[O:7])[CH3:2].[Cu][C:24]#[N:25].N1C=CC=CC=1. Product: [C:24]([C:13]1[N:9]([NH:8][C:6](=[O:7])[C:5]2[CH:19]=[CH:20][CH:21]=[CH:22][C:4]=2[O:3][CH2:1][CH3:2])[C:10]([CH2:16][CH2:17][CH3:18])=[N:11][C:12]=1[CH3:15])#[N:25]. The catalyst class is: 4.